This data is from Full USPTO retrosynthesis dataset with 1.9M reactions from patents (1976-2016). The task is: Predict the reactants needed to synthesize the given product. (1) Given the product [CH3:59][N:22]([C@@H:19]1[CH2:20][CH2:21][N:17]([C:33]2[N:34]=[C:35]([C:37]3[CH:46]=[CH:45][C:44]4[C:39](=[CH:40][CH:41]=[CH:42][CH:43]=4)[CH:38]=3)[CH:36]=[CH:31][N:32]=2)[CH2:18]1)[C:54](=[O:56])[CH3:53].[F:52][C:53]([F:58])([F:57])[C:54]([OH:56])=[O:55], predict the reactants needed to synthesize it. The reactants are: C1C2C(=CC=CC=2)C=CC=1C1N=CN=C([N:17]2[CH2:21][CH2:20][C@@H:19]([NH2:22])[CH2:18]2)C=1.C(=O)(OC1CCN([C:31]2[CH:36]=[C:35]([C:37]3[CH:46]=[CH:45][C:44]4[C:39](=[CH:40][CH:41]=[CH:42][CH:43]=4)[CH:38]=3)[N:34]=[CH:33][N:32]=2)[C@@H]1C(C)(C)C)N.[F:52][C:53]([F:58])([F:57])[C:54]([OH:56])=[O:55].[CH2:59](Cl)Cl. (2) Given the product [NH2:41][CH2:40][CH2:39][N:37]([CH3:38])[CH2:36][CH2:35][CH2:34][N:33]([CH3:42])[CH2:32][CH2:31][NH:30][C:13]1[C:14]2[C:2](=[O:1])[C:3]3[CH:4]=[N:5][CH:6]=[CH:7][C:8]=3[C:9]=2[C:10]2[CH:29]=[CH:28][CH:27]=[CH:26][C:11]=2[N:12]=1, predict the reactants needed to synthesize it. The reactants are: [O:1]=[C:2]1[C:14]2[C:13](OS(C3C=CC(C)=CC=3)(=O)=O)=[N:12][C:11]3[CH:26]=[CH:27][CH:28]=[CH:29][C:10]=3[C:9]=2[C:8]2[CH:7]=[CH:6][N:5]=[CH:4][C:3]1=2.[NH2:30][CH2:31][CH2:32][N:33]([CH3:42])[CH2:34][CH2:35][CH2:36][N:37]([CH2:39][CH2:40][NH2:41])[CH3:38]. (3) The reactants are: [CH2:1]([O:3][C:4]([C:6]1[CH:7]=[C:8]2[N:13]([C:14]=1[C:15]1[CH:20]=[CH:19][C:18](=[O:21])[N:17]([CH3:22])[CH:16]=1)[CH:12]=[CH:11][C:10]([CH2:23][N:24]=[N+:25]=[N-:26])=[CH:9]2)=[O:5])[CH3:2].[F:27][C:28]([F:36])([F:35])[C:29]([OH:34])([CH2:32][CH3:33])[C:30]#[CH:31]. Given the product [CH2:1]([O:3][C:4]([C:6]1[CH:7]=[C:8]2[N:13]([C:14]=1[C:15]1[CH:20]=[CH:19][C:18](=[O:21])[N:17]([CH3:22])[CH:16]=1)[CH:12]=[CH:11][C:10]([CH2:23][N:24]1[CH:31]=[C:30]([C:29]([OH:34])([C:28]([F:36])([F:35])[F:27])[CH2:32][CH3:33])[N:26]=[N:25]1)=[CH:9]2)=[O:5])[CH3:2], predict the reactants needed to synthesize it. (4) Given the product [Si:1]([O:8][C@H:9]1[C:14](=[CH2:15])[C@H:13]([O:16][Si:17]([C:20]([CH3:23])([CH3:22])[CH3:21])([CH3:19])[CH3:18])[CH2:12][C:11](=[O:24])[CH2:10]1)([C:4]([CH3:7])([CH3:6])[CH3:5])([CH3:3])[CH3:2], predict the reactants needed to synthesize it. The reactants are: [Si:1]([O:8][C@H:9]1[C:14](=[CH2:15])[C@H:13]([O:16][Si:17]([C:20]([CH3:23])([CH3:22])[CH3:21])([CH3:19])[CH3:18])[CH2:12][CH:11]([OH:24])[CH2:10]1)([C:4]([CH3:7])([CH3:6])[CH3:5])([CH3:3])[CH3:2].CC(C)[O-].[Al+3].CC(C)[O-].CC(C)[O-].C1(=O)CCCCC1.